From a dataset of Forward reaction prediction with 1.9M reactions from USPTO patents (1976-2016). Predict the product of the given reaction. (1) Given the reactants [Si:1]([O:8][C@@H:9]([CH2:38][CH2:39][C:40]1[CH:45]=[CH:44][CH:43]=[CH:42][CH:41]=1)/[CH:10]=[CH:11]/[C@H:12]1[C@H:16]([O:17][Si:18]([C:21]([CH3:24])([CH3:23])[CH3:22])([CH3:20])[CH3:19])[CH2:15][C:14](=[O:25])[C@@H:13]1[CH2:26]/[CH:27]=[CH:28]\[CH2:29][CH2:30][CH2:31][C:32]([O:34][CH:35]([CH3:37])[CH3:36])=[O:33])([C:4]([CH3:7])([CH3:6])[CH3:5])([CH3:3])[CH3:2].CCC(C)[BH-](C(C)CC)C(C)CC.[Li+].OO.[Na+].[Cl-], predict the reaction product. The product is: [Si:1]([O:8][C@@H:9]([CH2:38][CH2:39][C:40]1[CH:41]=[CH:42][CH:43]=[CH:44][CH:45]=1)/[CH:10]=[CH:11]/[C@H:12]1[C@H:16]([O:17][Si:18]([C:21]([CH3:22])([CH3:23])[CH3:24])([CH3:19])[CH3:20])[CH2:15][C@H:14]([OH:25])[C@@H:13]1[CH2:26]/[CH:27]=[CH:28]\[CH2:29][CH2:30][CH2:31][C:32]([O:34][CH:35]([CH3:37])[CH3:36])=[O:33])([C:4]([CH3:5])([CH3:6])[CH3:7])([CH3:3])[CH3:2]. (2) Given the reactants Cl[C:2]1[S:6][N:5]=[C:4]([S:7][CH2:8][CH:9]=[CH2:10])[N:3]=1.[CH2:11]([OH:18])[C:12]1[CH:17]=[CH:16][CH:15]=[CH:14][CH:13]=1.[H-].[Na+].[Cl-].[Na+], predict the reaction product. The product is: [CH2:11]([O:18][C:2]1[S:6][N:5]=[C:4]([S:7][CH2:8][CH:9]=[CH2:10])[N:3]=1)[C:12]1[CH:17]=[CH:16][CH:15]=[CH:14][CH:13]=1. (3) Given the reactants C(OC([N:11]1[CH2:16][CH2:15][C:14]2[N:17]=[C:18]([C:20]3[CH:25]=[CH:24][C:23]([O:26]C)=[CH:22][CH:21]=3)[S:19][C:13]=2[CH2:12]1)=O)C1C=CC=CC=1.B(Br)(Br)Br, predict the reaction product. The product is: [N:17]1[C:14]2[CH2:15][CH2:16][NH:11][CH2:12][C:13]=2[S:19][C:18]=1[C:20]1[CH:25]=[CH:24][C:23]([OH:26])=[CH:22][CH:21]=1. (4) Given the reactants P(Cl)(Cl)([Cl:3])=O.S[C:7]1[N:12]([CH3:13])[C:11](=[O:14])[CH:10]=[C:9]([C:15]2[CH:20]=[CH:19][N:18]=[CH:17][N:16]=2)[N:8]=1.C([O-])([O-])=O.[K+].[K+], predict the reaction product. The product is: [Cl:3][C:7]1[N:12]([CH3:13])[C:11](=[O:14])[CH:10]=[C:9]([C:15]2[CH:20]=[CH:19][N:18]=[CH:17][N:16]=2)[N:8]=1. (5) Given the reactants F[C:2]1[CH:3]=[C:4]2[C:9](=[CH:10][C:11]=1[N+:12]([O-:14])=[O:13])[NH:8][C:7](=[O:15])[N:6]([NH:16][S:17]([CH3:20])(=[O:19])=[O:18])[C:5]2=[O:21].[C:22]1([N:28]2[CH2:33][CH2:32][NH:31][CH2:30][CH2:29]2)[CH:27]=[CH:26][CH:25]=[CH:24][CH:23]=1, predict the reaction product. The product is: [N+:12]([C:11]1[CH:10]=[C:9]2[C:4]([C:5](=[O:21])[N:6]([NH:16][S:17]([CH3:20])(=[O:19])=[O:18])[C:7](=[O:15])[NH:8]2)=[CH:3][C:2]=1[N:31]1[CH2:32][CH2:33][N:28]([C:22]2[CH:27]=[CH:26][CH:25]=[CH:24][CH:23]=2)[CH2:29][CH2:30]1)([O-:14])=[O:13]. (6) Given the reactants [NH2:1][C:2]1[C:3]([NH:10][C:11]2[CH:16]=[CH:15][C:14]([CH2:17][CH2:18][NH:19][C:20]([NH:22][S:23]([C:26]3[CH:31]=[CH:30][C:29]([CH3:32])=[CH:28][CH:27]=3)(=[O:25])=[O:24])=[O:21])=[CH:13][CH:12]=2)=[N:4][C:5]([CH3:9])=[CH:6][C:7]=1[CH3:8].Br[C:34]#[N:35].C(Cl)[Cl:37], predict the reaction product. The product is: [ClH:37].[ClH:37].[NH2:35][C:34]1[N:10]([C:11]2[CH:16]=[CH:15][C:14]([CH2:17][CH2:18][NH:19][C:20]([NH:22][S:23]([C:26]3[CH:27]=[CH:28][C:29]([CH3:32])=[CH:30][CH:31]=3)(=[O:25])=[O:24])=[O:21])=[CH:13][CH:12]=2)[C:3]2=[N:4][C:5]([CH3:9])=[CH:6][C:7]([CH3:8])=[C:2]2[N:1]=1. (7) Given the reactants [Cl:1][C:2]1[C:3]([N:9]2[C:13]([C:14]([O:16][CH2:17][CH3:18])=[O:15])=[CH:12][C:11]([OH:19])=[N:10]2)=[N:4][CH:5]=[C:6]([Cl:8])[CH:7]=1.C(#N)C.C(=O)([O-])[O-].[K+].[K+].Br[CH2:30][C:31]#[CH:32], predict the reaction product. The product is: [Cl:1][C:2]1[C:3]([N:9]2[C:13]([C:14]([O:16][CH2:17][CH3:18])=[O:15])=[CH:12][C:11]([O:19][CH2:32][C:31]#[CH:30])=[N:10]2)=[N:4][CH:5]=[C:6]([Cl:8])[CH:7]=1. (8) Given the reactants [C:1]([O:5][C:6]([NH:8][C@@H:9]1[CH2:14][CH2:13][C@H:12]([C:15]([OH:17])=O)[CH2:11][CH2:10]1)=[O:7])([CH3:4])([CH3:3])[CH3:2].C(N1C=CN=C1)(N1C=CN=C1)=O.C(=O)=O.[CH:33]([NH2:36])([CH3:35])[CH3:34], predict the reaction product. The product is: [CH:33]([NH:36][C:15]([C@@H:12]1[CH2:11][CH2:10][C@H:9]([NH:8][C:6](=[O:7])[O:5][C:1]([CH3:2])([CH3:3])[CH3:4])[CH2:14][CH2:13]1)=[O:17])([CH3:35])[CH3:34].